From a dataset of Catalyst prediction with 721,799 reactions and 888 catalyst types from USPTO. Predict which catalyst facilitates the given reaction. (1) Reactant: Cl.[CH3:2][N:3]([CH:15]1[CH2:20][CH2:19][NH:18][CH2:17][CH2:16]1)[C:4]([C:6]1[CH:14]=[CH:13][C:9]2=[N:10][O:11][N:12]=[C:8]2[CH:7]=1)=[O:5].[C:21](OC(=O)C)(=[O:23])[CH3:22].C(N(CC)CC)C. Product: [C:21]([N:18]1[CH2:19][CH2:20][CH:15]([N:3]([CH3:2])[C:4]([C:6]2[CH:14]=[CH:13][C:9]3=[N:10][O:11][N:12]=[C:8]3[CH:7]=2)=[O:5])[CH2:16][CH2:17]1)(=[O:23])[CH3:22]. The catalyst class is: 22. (2) Reactant: Br[C:2]1[CH:3]=[C:4]([N:8]2[CH:12]=[C:11]([C:13]([C:15]3[CH:20]=[CH:19][CH:18]=[CH:17][CH:16]=3)=[O:14])[N:10]=[CH:9]2)[CH:5]=[CH:6][CH:7]=1.[C:21]1(B(O)O)[CH:26]=[CH:25][CH:24]=[CH:23][CH:22]=1.C([O-])([O-])=O.[Na+].[Na+]. Product: [C:2]1([C:21]2[CH:26]=[CH:25][CH:24]=[CH:23][CH:22]=2)[CH:7]=[CH:6][CH:5]=[C:4]([N:8]2[CH:12]=[C:11]([C:13]([C:15]3[CH:20]=[CH:19][CH:18]=[CH:17][CH:16]=3)=[O:14])[N:10]=[CH:9]2)[CH:3]=1. The catalyst class is: 600. (3) Reactant: [CH3:1][O:2][C:3](=[O:13])[CH2:4][C:5]1[CH:10]=[CH:9][C:8](Cl)=[CH:7][C:6]=1[F:12].C1(P(C2CCCCC2)C2C=CC=CC=2C2C(OC)=CC=CC=2OC)CCCCC1.P([O-])([O-])([O-])=O.[K+].[K+].[K+].[CH2:51]([C:53]([OH:86])([CH2:84][CH3:85])/[CH:54]=[CH:55]/[C:56]1[CH:61]=[CH:60][C:59]([C:62]([CH2:81][CH3:82])([C:65]2[CH:70]=[CH:69][C:68](B3OC(C)(C)C(C)(C)O3)=[C:67]([CH3:80])[CH:66]=2)[CH2:63][CH3:64])=[CH:58][C:57]=1[CH3:83])[CH3:52].C(=O)(O)[O-].[Na+]. Product: [CH2:63]([C:62]([C:65]1[CH:70]=[CH:69][C:68]([C:8]2[CH:9]=[CH:10][C:5]([CH2:4][C:3]([O:2][CH3:1])=[O:13])=[C:6]([F:12])[CH:7]=2)=[C:67]([CH3:80])[CH:66]=1)([C:59]1[CH:60]=[CH:61][C:56](/[CH:55]=[CH:54]/[C:53]([CH2:51][CH3:52])([OH:86])[CH2:84][CH3:85])=[C:57]([CH3:83])[CH:58]=1)[CH2:81][CH3:82])[CH3:64]. The catalyst class is: 706. (4) Reactant: [CH3:1][C:2]1[N:7]=[C:6]([C:8]([N:10]2[C@H:16]([CH2:17][O:18][C:19]3[CH:24]=[CH:23][C:22]([C:25]([F:28])([F:27])[F:26])=[CH:21][N:20]=3)[CH2:15][C@@H:14]3[C@@H:12]([CH2:13]3)[CH2:11]2)=[O:9])[C:5]([O:29][CH2:30][CH2:31][CH3:32])=[CH:4][CH:3]=1.[ClH:33].CCOCC. Product: [ClH:33].[CH3:1][C:2]1[N:7]=[C:6]([C:8]([N:10]2[C@H:16]([CH2:17][O:18][C:19]3[CH:24]=[CH:23][C:22]([C:25]([F:28])([F:27])[F:26])=[CH:21][N:20]=3)[CH2:15][C@@H:14]3[C@@H:12]([CH2:13]3)[CH2:11]2)=[O:9])[C:5]([O:29][CH2:30][CH2:31][CH3:32])=[CH:4][CH:3]=1. The catalyst class is: 2.